This data is from Forward reaction prediction with 1.9M reactions from USPTO patents (1976-2016). The task is: Predict the product of the given reaction. Given the reactants [Cl:1][C:2]1[CH:27]=[CH:26][C:5]([CH2:6][N:7]2[C:15]3[C:10](=[CH:11][C:12]([CH:16]=[C:17]4[S:21][C:20](SCC)=[N:19][C:18]4=[O:25])=[CH:13][CH:14]=3)[CH:9]=[N:8]2)=[C:4]([C:28]([F:31])([F:30])[F:29])[CH:3]=1.[CH3:32][O:33][CH2:34][C:35]([N:37]1[CH2:42][CH2:41][NH:40][CH2:39][CH2:38]1)=[O:36], predict the reaction product. The product is: [Cl:1][C:2]1[CH:27]=[CH:26][C:5]([CH2:6][N:7]2[C:15]3[C:10](=[CH:11][C:12]([CH:16]=[C:17]4[S:21][C:20]([N:40]5[CH2:39][CH2:38][N:37]([C:35](=[O:36])[CH2:34][O:33][CH3:32])[CH2:42][CH2:41]5)=[N:19][C:18]4=[O:25])=[CH:13][CH:14]=3)[CH:9]=[N:8]2)=[C:4]([C:28]([F:31])([F:29])[F:30])[CH:3]=1.